From a dataset of Reaction yield outcomes from USPTO patents with 853,638 reactions. Predict the reaction yield, written as a fraction of the theoretical maximum amount of product (1.0 means a 100% yield; for example, 0.34 means a 34% yield). (1) The reactants are CC([N:5]([CH2:9][CH2:10][CH2:11][C:12]1[CH:17]=[CH:16][CH:15]=[C:14]([NH2:18])[CH:13]=1)[C:6](=[O:8])[O-:7])(C)C.Cl[C:20]1[C:25]([C:26]([O:28][CH2:29][CH3:30])=[O:27])=[C:24]([CH3:31])[N:23]=[C:22]([S:32][CH3:33])[N:21]=1.CCN([CH:40]([CH3:42])[CH3:41])C(C)C.[CH3:43]N(C=O)C. No catalyst specified. The product is [CH3:41][C:40]([O:7][C:6]([NH:5][CH2:9][CH2:10][CH2:11][C:12]1[CH:13]=[C:14]([NH:18][C:20]2[C:25]([C:26]([O:28][CH2:29][CH3:30])=[O:27])=[C:24]([CH3:31])[N:23]=[C:22]([S:32][CH3:33])[N:21]=2)[CH:15]=[CH:16][CH:17]=1)=[O:8])([CH3:42])[CH3:43]. The yield is 0.290. (2) The reactants are [NH2:1][C@@H:2]([C:6]([OH:8])=[O:7])[C@H:3]([CH3:5])[OH:4].C([O-])(O)=O.[Na+].[CH2:14]([O:21][C:22](N1C=CC=CC1=O)=[O:23])[CH2:15][CH2:16][CH2:17][CH2:18][CH2:19][CH3:20]. The catalyst is O.C1COCC1. The product is [OH:4][C@@H:3]([CH3:5])[C@@H:2]([NH:1][C:22]([O:21][CH2:14][CH2:15][CH2:16][CH2:17][CH2:18][CH2:19][CH3:20])=[O:23])[C:6]([OH:8])=[O:7]. The yield is 0.910. (3) The product is [CH3:18][O:19][CH2:20][CH2:21][N:22]1[C:26]([CH3:27])=[C:25]([CH3:28])[S:24]/[C:23]/1=[N:29]\[C:11]([C:6]1[C:5]2[CH:4]=[CH:3][N:2]=[CH:1][C:10]=2[CH:9]=[CH:8][CH:7]=1)=[O:13]. The catalyst is C1COCC1. The yield is 0.270. The reactants are [CH:1]1[C:10]2[CH:9]=[CH:8][CH:7]=[C:6]([C:11]([OH:13])=O)[C:5]=2[CH:4]=[CH:3][N:2]=1.S(Cl)(Cl)=O.[CH3:18][O:19][CH2:20][CH2:21][N:22]1[C:26]([CH3:27])=[C:25]([CH3:28])[S:24][C:23]1=[NH:29].CCN(CC)CC. (4) The reactants are [CH2:1]([C:5]1[N:6]=[C:7]([CH3:27])[NH:8][C:9](=[O:26])[C:10]=1[CH2:11][C:12]1[CH:17]=[CH:16][C:15]([C:18]2[C:19]([C:24]#[N:25])=[CH:20][CH:21]=[CH:22][CH:23]=2)=[CH:14][CH:13]=1)[CH2:2][CH2:3][CH3:4].[H-].[Na+].CN(C)C=O.Br[CH2:36][C:37]1[CH:42]=[CH:41][C:40]([CH3:43])=[CH:39][CH:38]=1. The catalyst is C(OCC)(=O)C. The product is [CH2:1]([C:5]1[N:6]=[C:7]([CH3:27])[N:8]([CH2:36][C:37]2[CH:42]=[CH:41][C:40]([CH3:43])=[CH:39][CH:38]=2)[C:9](=[O:26])[C:10]=1[CH2:11][C:12]1[CH:17]=[CH:16][C:15]([C:18]2[C:19]([C:24]#[N:25])=[CH:20][CH:21]=[CH:22][CH:23]=2)=[CH:14][CH:13]=1)[CH2:2][CH2:3][CH3:4]. The yield is 0.610. (5) The reactants are Br[C:2]1[C:7](=[O:8])[N:6]([CH2:9][C:10]2[CH:15]=[CH:14][C:13]([C:16]3[C:17]([C:22]#[N:23])=[CH:18][CH:19]=[CH:20][CH:21]=3)=[CH:12][C:11]=2[F:24])[C:5]([CH2:25][CH2:26][CH3:27])=[N:4][C:3]=1[CH3:28].[CH:29]([O:32][C:33]1[CH:38]=[CH:37][C:36](B(O)O)=[CH:35][CH:34]=1)([CH3:31])[CH3:30].C(=O)([O-])[O-].[Cs+].[Cs+]. The catalyst is O1CCOCC1.C(OCC)(=O)C.C1C=CC(P(C2C=CC=CC=2)[C-]2C=CC=C2)=CC=1.C1C=CC(P(C2C=CC=CC=2)[C-]2C=CC=C2)=CC=1.Cl[Pd]Cl.[Fe+2]. The product is [F:24][C:11]1[CH:12]=[C:13]([C:16]2[C:17]([C:22]#[N:23])=[CH:18][CH:19]=[CH:20][CH:21]=2)[CH:14]=[CH:15][C:10]=1[CH2:9][N:6]1[C:7](=[O:8])[C:2]([C:36]2[CH:37]=[CH:38][C:33]([O:32][CH:29]([CH3:31])[CH3:30])=[CH:34][CH:35]=2)=[C:3]([CH3:28])[N:4]=[C:5]1[CH2:25][CH2:26][CH3:27]. The yield is 0.670. (6) The reactants are [CH:1]1(C(O)=O)[CH2:4][CH2:3][CH2:2]1.C1(P(N=[N+]=[N-])(C2C=CC=CC=2)=[O:15])C=CC=CC=1.C([N:27]([CH2:30]C)CC)C.[NH2:32][C:33]1[C:34]([OH:44])=[C:35]([S:40]([NH2:43])(=[O:42])=[O:41])[C:36]([Cl:39])=[CH:37][CH:38]=1. The yield is 0.170. The product is [NH2:43][S:40]([C:35]1[C:34]([OH:44])=[C:33]([NH:32][C:30]([NH:27][CH:1]2[CH2:2][CH2:3][CH2:4]2)=[O:15])[CH:38]=[CH:37][C:36]=1[Cl:39])(=[O:42])=[O:41]. The catalyst is CN(C)C=O. (7) The reactants are [Si:1]([O:8][CH:9]([CH:19]1[CH2:28][CH2:27][C:26]2[C:21](=[CH:22][CH:23]=[C:24]([O:29][C:30]3[CH:35]=[CH:34][CH:33]=[CH:32][CH:31]=3)[CH:25]=2)[CH2:20]1)[C:10]1[O:11][C:12]([C:15]([O:17]C)=O)=[CH:13][N:14]=1)([C:4]([CH3:7])([CH3:6])[CH3:5])([CH3:3])[CH3:2].[NH3:36].CO. No catalyst specified. The product is [Si:1]([O:8][CH:9]([CH:19]1[CH2:28][CH2:27][C:26]2[C:21](=[CH:22][CH:23]=[C:24]([O:29][C:30]3[CH:31]=[CH:32][CH:33]=[CH:34][CH:35]=3)[CH:25]=2)[CH2:20]1)[C:10]1[O:11][C:12]([C:15]([NH2:36])=[O:17])=[CH:13][N:14]=1)([C:4]([CH3:6])([CH3:5])[CH3:7])([CH3:2])[CH3:3]. The yield is 0.980.